From a dataset of Forward reaction prediction with 1.9M reactions from USPTO patents (1976-2016). Predict the product of the given reaction. Given the reactants C(OC([NH:11][C@:12]1([C:22]([OH:24])=[O:23])[C@@H:17]2[CH2:18][C@@:14]3([C:19]([OH:21])=[O:20])[C@@H:15]([CH2:16]2)[C@@H:13]13)=O)C1C=CC=CC=1.[H][H], predict the reaction product. The product is: [NH2:11][C@:12]1([C:22]([OH:24])=[O:23])[C@@H:17]2[CH2:18][C@@:14]3([C:19]([OH:21])=[O:20])[C@@H:15]([CH2:16]2)[C@@H:13]13.